The task is: Regression. Given two drug SMILES strings and cell line genomic features, predict the synergy score measuring deviation from expected non-interaction effect.. This data is from NCI-60 drug combinations with 297,098 pairs across 59 cell lines. (1) Drug 1: CC1=C(N=C(N=C1N)C(CC(=O)N)NCC(C(=O)N)N)C(=O)NC(C(C2=CN=CN2)OC3C(C(C(C(O3)CO)O)O)OC4C(C(C(C(O4)CO)O)OC(=O)N)O)C(=O)NC(C)C(C(C)C(=O)NC(C(C)O)C(=O)NCCC5=NC(=CS5)C6=NC(=CS6)C(=O)NCCC[S+](C)C)O. Drug 2: C(CN)CNCCSP(=O)(O)O. Cell line: UACC-257. Synergy scores: CSS=9.31, Synergy_ZIP=3.20, Synergy_Bliss=-0.898, Synergy_Loewe=4.61, Synergy_HSA=-1.20. (2) Drug 1: CCC1=CC2CC(C3=C(CN(C2)C1)C4=CC=CC=C4N3)(C5=C(C=C6C(=C5)C78CCN9C7C(C=CC9)(C(C(C8N6C)(C(=O)OC)O)OC(=O)C)CC)OC)C(=O)OC.C(C(C(=O)O)O)(C(=O)O)O. Drug 2: COCCOC1=C(C=C2C(=C1)C(=NC=N2)NC3=CC=CC(=C3)C#C)OCCOC.Cl. Cell line: RXF 393. Synergy scores: CSS=30.6, Synergy_ZIP=1.34, Synergy_Bliss=4.26, Synergy_Loewe=5.58, Synergy_HSA=5.41. (3) Drug 1: CCN(CC)CCNC(=O)C1=C(NC(=C1C)C=C2C3=C(C=CC(=C3)F)NC2=O)C. Drug 2: C1C(C(OC1N2C=NC(=NC2=O)N)CO)O. Cell line: K-562. Synergy scores: CSS=40.1, Synergy_ZIP=5.56, Synergy_Bliss=0.835, Synergy_Loewe=13.9, Synergy_HSA=10.8. (4) Drug 1: C1=CC(=C2C(=C1NCCNCCO)C(=O)C3=C(C=CC(=C3C2=O)O)O)NCCNCCO. Drug 2: C1=NC2=C(N1)C(=S)N=C(N2)N. Cell line: SR. Synergy scores: CSS=88.6, Synergy_ZIP=0.643, Synergy_Bliss=0.385, Synergy_Loewe=1.32, Synergy_HSA=2.91. (5) Drug 1: C1=NC2=C(N=C(N=C2N1C3C(C(C(O3)CO)O)F)Cl)N. Drug 2: C(CN)CNCCSP(=O)(O)O. Cell line: NCI/ADR-RES. Synergy scores: CSS=48.5, Synergy_ZIP=-2.15, Synergy_Bliss=-3.43, Synergy_Loewe=-72.8, Synergy_HSA=-2.43. (6) Drug 1: C1=C(C(=O)NC(=O)N1)F. Drug 2: C1CC(C1)(C(=O)O)C(=O)O.[NH2-].[NH2-].[Pt+2]. Cell line: HOP-62. Synergy scores: CSS=44.4, Synergy_ZIP=-16.0, Synergy_Bliss=-9.74, Synergy_Loewe=-6.44, Synergy_HSA=-5.15. (7) Drug 1: CC12CCC(CC1=CCC3C2CCC4(C3CC=C4C5=CN=CC=C5)C)O. Drug 2: C1=NC2=C(N1)C(=S)N=C(N2)N. Cell line: HCC-2998. Synergy scores: CSS=18.5, Synergy_ZIP=0.189, Synergy_Bliss=0.168, Synergy_Loewe=-8.04, Synergy_HSA=-0.964.